Dataset: Full USPTO retrosynthesis dataset with 1.9M reactions from patents (1976-2016). Task: Predict the reactants needed to synthesize the given product. (1) Given the product [CH3:30][C@H:28]1[O:27][C@@H:26]([CH3:31])[CH2:25][N:24]([C:21]2[CH:22]=[CH:23][C:18]([C:6]3[CH:5]=[CH:4][N:3]=[C:2]([CH3:1])[CH:7]=3)=[C:19]([C:32]3[CH:36]=[CH:35][O:34][C:33]=3[CH3:37])[CH:20]=2)[CH2:29]1, predict the reactants needed to synthesize it. The reactants are: [CH3:1][C:2]1[CH:7]=[C:6](B2OC(C)(C)C(C)(C)O2)[CH:5]=[CH:4][N:3]=1.Br[C:18]1[CH:23]=[CH:22][C:21]([N:24]2[CH2:29][C@H:28]([CH3:30])[O:27][C@H:26]([CH3:31])[CH2:25]2)=[CH:20][C:19]=1[C:32]1[CH:36]=[CH:35][O:34][C:33]=1[CH3:37].O.C(=O)([O-])[O-].[Na+].[Na+]. (2) Given the product [Br:1][C:2]1[C:3]2[N:4]([CH:11]=[C:12]([C:14]3[CH:19]=[CH:18][CH:17]=[CH:16][C:15]=3[C:20]([F:21])([F:22])[F:23])[N:9]=2)[N:5]=[C:6]([Cl:8])[CH:7]=1, predict the reactants needed to synthesize it. The reactants are: [Br:1][C:2]1[CH:7]=[C:6]([Cl:8])[N:5]=[N:4][C:3]=1[NH2:9].Br[CH2:11][C:12]([C:14]1[CH:19]=[CH:18][CH:17]=[CH:16][C:15]=1[C:20]([F:23])([F:22])[F:21])=O. (3) Given the product [CH3:22][O:21][C:15]1[CH:14]=[C:13]([C:5]([C:6]([O:8][CH3:9])=[O:7])([CH:10]([CH3:12])[CH3:11])[CH2:4][CH2:3][CH2:2][N:24]([CH3:23])[CH2:25][CH2:26][C:27]2[CH:28]=[C:29]([CH:34]=[CH:35][CH:36]=2)[C:30]([O:32][CH3:33])=[O:31])[CH:18]=[CH:17][C:16]=1[O:19][CH3:20], predict the reactants needed to synthesize it. The reactants are: Cl[CH2:2][CH2:3][CH2:4][C:5]([C:13]1[CH:18]=[CH:17][C:16]([O:19][CH3:20])=[C:15]([O:21][CH3:22])[CH:14]=1)([CH:10]([CH3:12])[CH3:11])[C:6]([O:8][CH3:9])=[O:7].[CH3:23][NH:24][CH2:25][CH2:26][C:27]1[CH:28]=[C:29]([CH:34]=[CH:35][CH:36]=1)[C:30]([O:32][CH3:33])=[O:31]. (4) Given the product [C:1]([O:5][C:6]([N:8]1[CH2:12][CH2:11][CH2:10][C@H:9]1[C:13]1[N:17]([CH2:24][C:25]2[CH:30]=[CH:29][CH:28]=[CH:27][CH:26]=2)[N:16]=[N:15][N:14]=1)=[O:7])([CH3:4])([CH3:2])[CH3:3], predict the reactants needed to synthesize it. The reactants are: [C:1]([O:5][C:6]([N:8]1[CH2:12][CH2:11][CH2:10][C@H:9]1[C:13]1[NH:17][N:16]=[N:15][N:14]=1)=[O:7])([CH3:4])([CH3:3])[CH3:2].C([O-])([O-])=O.[K+].[K+].[CH2:24](Br)[C:25]1[CH:30]=[CH:29][CH:28]=[CH:27][CH:26]=1. (5) Given the product [Cl:18][C:9]1[C:8]([NH:7][C:24](=[O:25])[C:23]2[CH:27]=[CH:28][CH:29]=[CH:30][C:22]=2[N+:19]([O-:21])=[O:20])=[CH:17][C:12]([C:13]([O:15][CH3:16])=[O:14])=[CH:11][N:10]=1, predict the reactants needed to synthesize it. The reactants are: N1C=CC=CC=1.[NH2:7][C:8]1[C:9]([Cl:18])=[N:10][CH:11]=[C:12]([CH:17]=1)[C:13]([O:15][CH3:16])=[O:14].[N+:19]([C:22]1[CH:30]=[CH:29][CH:28]=[CH:27][C:23]=1[C:24](Cl)=[O:25])([O-:21])=[O:20].